Dataset: Full USPTO retrosynthesis dataset with 1.9M reactions from patents (1976-2016). Task: Predict the reactants needed to synthesize the given product. (1) Given the product [F:11][C:12]1[CH:17]=[CH:16][C:15]([O:18][C:2]2[CH:3]=[N:4][C:5]([C:8](=[O:10])[CH3:9])=[N:6][CH:7]=2)=[CH:14][CH:13]=1, predict the reactants needed to synthesize it. The reactants are: F[C:2]1[CH:3]=[N:4][C:5]([C:8](=[O:10])[CH3:9])=[N:6][CH:7]=1.[F:11][C:12]1[CH:17]=[CH:16][C:15]([OH:18])=[CH:14][CH:13]=1.C(=O)([O-])[O-].[K+].[K+].O. (2) The reactants are: [OH:1][CH:2]1[CH2:7][O:6][CH:5]([C:8]([O:10][C:11]([CH3:14])([CH3:13])[CH3:12])=[O:9])[CH2:4][CH2:3]1.CC(OI1(OC(C)=O)(OC(C)=O)OC(=O)C2C=CC=CC1=2)=O. Given the product [O:1]=[C:2]1[CH2:7][O:6][CH:5]([C:8]([O:10][C:11]([CH3:14])([CH3:13])[CH3:12])=[O:9])[CH2:4][CH2:3]1, predict the reactants needed to synthesize it. (3) Given the product [NH2:12][C:8]1[C:9]([F:11])=[CH:10][C:5]([C:1]#[N:2])=[CH:6][C:7]=1[F:13], predict the reactants needed to synthesize it. The reactants are: [C:1]([Cu])#[N:2].Br[C:5]1[CH:10]=[C:9]([F:11])[C:8]([NH2:12])=[C:7]([F:13])[CH:6]=1. (4) Given the product [OH:1][C:2]1[CH:3]=[C:4]([CH:8]=[CH:9][N:10]=1)[C:5]([NH:28][CH2:27][C@H:24]1[CH2:23][CH2:22][C@@H:21]([CH2:20][CH2:19][O:12][C:13]2[CH:14]=[CH:15][CH:16]=[CH:17][CH:18]=2)[CH2:26][CH2:25]1)=[O:7], predict the reactants needed to synthesize it. The reactants are: [OH:1][C:2]1[CH:3]=[C:4]([CH:8]=[CH:9][N:10]=1)[C:5]([OH:7])=O.Cl.[O:12]([CH2:19][CH2:20][C@@H:21]1[CH2:26][CH2:25][C@H:24]([CH2:27][NH2:28])[CH2:23][CH2:22]1)[C:13]1[CH:18]=[CH:17][CH:16]=[CH:15][CH:14]=1. (5) The reactants are: Br[C:2]1[CH:3]=[C:4]([F:29])[CH:5]=[C:6]2[C:14]=1[N:13]([CH2:15][C:16]1[CH:21]=[CH:20][C:19]([Cl:22])=[CH:18][CH:17]=1)[C:12]1[CH:11]([CH2:23][C:24]([O:26]CC)=[O:25])[CH2:10][CH2:9][CH2:8][C:7]2=1.[Na+].[CH3:31][S:32]([O-:34])=[O:33].[OH-].[Na+].Cl. Given the product [Cl:22][C:19]1[CH:18]=[CH:17][C:16]([CH2:15][N:13]2[C:12]3[CH:11]([CH2:23][C:24]([OH:26])=[O:25])[CH2:10][CH2:9][CH2:8][C:7]=3[C:6]3[C:14]2=[C:2]([S:32]([CH3:31])(=[O:34])=[O:33])[CH:3]=[C:4]([F:29])[CH:5]=3)=[CH:21][CH:20]=1, predict the reactants needed to synthesize it. (6) Given the product [N:35]1[CH:36]=[CH:37][C:32]([C:2]2[C:10]3[C:5](=[N:6][CH:7]=[C:8]([C:11]4[CH:12]=[C:13]([CH:16]=[CH:17][CH:18]=4)[CH:14]=[O:15])[CH:9]=3)[NH:4][CH:3]=2)=[CH:33][CH:34]=1, predict the reactants needed to synthesize it. The reactants are: I[C:2]1[C:10]2[C:5](=[N:6][CH:7]=[C:8]([C:11]3[CH:12]=[C:13]([CH:16]=[CH:17][CH:18]=3)[CH:14]=[O:15])[CH:9]=2)[N:4](S(C2C=CC(C)=CC=2)(=O)=O)[CH:3]=1.[Cl-].OB(O)[C:32]1[CH:37]=[CH:36][NH+:35]=[CH:34][CH:33]=1.C(OCC)(=O)C. (7) Given the product [Br:11][CH2:9][C:8]([C:7]1[CH:6]=[CH:5][N:4]=[CH:3][C:2]=1[CH3:1])=[O:10], predict the reactants needed to synthesize it. The reactants are: [CH3:1][C:2]1[CH:3]=[N:4][CH:5]=[CH:6][C:7]=1[C:8](=[O:10])[CH3:9].[Br:11]Br.